This data is from Reaction yield outcomes from USPTO patents with 853,638 reactions. The task is: Predict the reaction yield, written as a fraction of the theoretical maximum amount of product (1.0 means a 100% yield; for example, 0.34 means a 34% yield). (1) The reactants are [CH:1]([N:4]1[CH2:9][CH2:8][NH:7][CH2:6][CH2:5]1)([CH3:3])[CH3:2].Br[C:11]1[CH:20]=[CH:19][C:14]([C:15]([O:17][CH3:18])=[O:16])=[CH:13][CH:12]=1.C(=O)([O-])[O-].[K+].[K+]. The catalyst is COCCOC.C1C=CC(/C=C/C(/C=C/C2C=CC=CC=2)=O)=CC=1.C1C=CC(/C=C/C(/C=C/C2C=CC=CC=2)=O)=CC=1.C1C=CC(/C=C/C(/C=C/C2C=CC=CC=2)=O)=CC=1.[Pd].[Pd].C1(P(C2CCCCC2)C2C=CC=CC=2C2C=CC=CC=2N(C)C)CCCCC1. The product is [CH3:2][CH:1]([N:4]1[CH2:9][CH2:8][N:7]([C:11]2[CH:20]=[CH:19][C:14]([C:15]([O:17][CH3:18])=[O:16])=[CH:13][CH:12]=2)[CH2:6][CH2:5]1)[CH3:3]. The yield is 0.648. (2) The reactants are [C:1](O[C:6](=O)[N:7]([CH2:9][C:10]1[CH:14]=[C:13]([C:15]2[CH:20]=[CH:19][CH:18]=[CH:17][CH:16]=2)[N:12]([S:21]([C:24]2[CH:25]=[N:26][C:27](Cl)=[C:28]([CH3:30])[CH:29]=2)(=[O:23])=[O:22])[CH:11]=1)C)(C)(C)C.NN.[C:35](=[O:38])([O-:37])O.[Na+].[C:40]([O:43]CC)(=[O:42])[CH3:41].Cl. The catalyst is O1CCCC1.C(O)C. The product is [C:40]([OH:43])(=[O:42])/[CH:41]=[CH:1]/[C:35]([OH:37])=[O:38].[CH3:6][NH:7][CH2:9][C:10]1[CH:14]=[C:13]([C:15]2[CH:16]=[CH:17][CH:18]=[CH:19][CH:20]=2)[N:12]([S:21]([C:24]2[CH:25]=[N:26][CH:27]=[C:28]([CH3:30])[CH:29]=2)(=[O:23])=[O:22])[CH:11]=1. The yield is 0.400. (3) The reactants are [CH2:1]([O:8][C:9]1[C:14]([C:15]([NH:17][CH2:18][C:19]2[CH:24]=[CH:23][C:22]([F:25])=[CH:21][CH:20]=2)=[O:16])=[CH:13][N:12]=[C:11]([CH:26]=[O:27])[C:10]=1[O:28][CH3:29])[C:2]1[CH:7]=[CH:6][CH:5]=[CH:4][CH:3]=1.[OH-:30].[K+].II.S([O-])(O)=O.[Na+].[CH3:39]O. The catalyst is O. The product is [CH2:1]([O:8][C:9]1[C:14]([C:15](=[O:16])[NH:17][CH2:18][C:19]2[CH:20]=[CH:21][C:22]([F:25])=[CH:23][CH:24]=2)=[CH:13][N:12]=[C:11]([C:26]([O:30][CH3:39])=[O:27])[C:10]=1[O:28][CH3:29])[C:2]1[CH:7]=[CH:6][CH:5]=[CH:4][CH:3]=1. The yield is 0.850. (4) The reactants are C([O:3][C:4]([C:6]1[C:7](=[O:25])[C:8]2[CH:9]=[C:10]([F:24])[C:11]([F:23])=[C:12]3[O:17][CH2:16][C:15]4([CH2:21][CH2:20][CH2:19][CH2:18]4)[N:14]([CH:22]=1)[C:13]=23)=[O:5])C. The catalyst is C(O)(=O)C.O.OS(O)(=O)=O. The product is [F:24][C:10]1[C:11]([F:23])=[C:12]2[O:17][CH2:16][C:15]3([CH2:21][CH2:20][CH2:19][CH2:18]3)[N:14]3[CH:22]=[C:6]([C:4]([OH:5])=[O:3])[C:7](=[O:25])[C:8]([CH:9]=1)=[C:13]23. The yield is 0.860. (5) The reactants are C[O:2][C:3]1[CH:4]=[C:5]([CH:9]2[CH:14]3[CH2:15][CH2:16][CH:10]2[CH2:11][NH:12][CH2:13]3)[CH:6]=[CH:7][CH:8]=1.Br.[OH-].[Na+].Cl.CCOC(C)=O. The catalyst is CC(O)=O. The product is [CH:10]12[CH:9]([C:5]3[CH:4]=[C:3]([OH:2])[CH:8]=[CH:7][CH:6]=3)[CH:14]([CH2:15][CH2:16]1)[CH2:13][NH:12][CH2:11]2. The yield is 0.850. (6) The reactants are [CH3:1][CH:2]([CH3:11])[CH2:3][CH2:4][CH2:5][CH2:6][CH2:7][CH2:8][CH2:9][OH:10].[C:12](O)(=[O:23])[CH2:13][C:14]1[CH:22]=[CH:21][C:19]([OH:20])=[C:16]([O:17][CH3:18])[CH:15]=1.S([O-])([O-])(=O)=O.[Mg+2]. The catalyst is C1(C)C=CC=CC=1. The product is [C:12]([O:10][CH2:9][CH2:8][CH2:7][CH2:6][CH2:5][CH2:4][CH2:3][CH:2]([CH3:11])[CH3:1])(=[O:23])[CH2:13][C:14]1[CH:22]=[CH:21][C:19]([OH:20])=[C:16]([O:17][CH3:18])[CH:15]=1. The yield is 0.815. (7) The reactants are [OH:1][CH2:2][CH2:3][N:4]1[CH2:8][CH2:7][N:6]([C:9]2[S:13][C:12]([C:14]([O:16][CH2:17][CH3:18])=[O:15])=[C:11]([CH3:19])[CH:10]=2)[C:5]1=[O:20].[C:21]1(C)[C:22]([S:27](Cl)(=[O:29])=[O:28])=[CH:23][CH:24]=[CH:25][CH:26]=1.Cl[CH2:33]Cl. The catalyst is N1C=CC=CC=1. The product is [CH3:19][C:11]1[CH:10]=[C:9]([N:6]2[CH2:7][CH2:8][N:4]([CH2:3][CH2:2][O:1][S:27]([C:22]3[CH:21]=[CH:26][C:25]([CH3:33])=[CH:24][CH:23]=3)(=[O:28])=[O:29])[C:5]2=[O:20])[S:13][C:12]=1[C:14]([O:16][CH2:17][CH3:18])=[O:15]. The yield is 0.560.